Dataset: Full USPTO retrosynthesis dataset with 1.9M reactions from patents (1976-2016). Task: Predict the reactants needed to synthesize the given product. (1) Given the product [C:33]([OH:42])(=[O:41])[C@@H:34]([C@H:36]([C:38]([OH:40])=[O:39])[OH:37])[OH:35].[CH2:31]([O:30][C:28](=[O:29])[C:25]([CH3:27])([O:24][C:19]1[CH:18]=[C:17]([CH:13]2[CH2:14][CH2:15][CH2:16][NH:11][CH2:12]2)[CH:22]=[CH:21][C:20]=1[CH3:23])[CH3:26])[CH3:32], predict the reactants needed to synthesize it. The reactants are: C(OC([N:11]1[CH2:16][CH2:15][CH2:14][CH:13]([C:17]2[CH:22]=[CH:21][C:20]([CH3:23])=[C:19]([O:24][C:25]([C:28]([O:30][CH2:31][CH3:32])=[O:29])([CH3:27])[CH3:26])[CH:18]=2)[CH2:12]1)=O)C1C=CC=CC=1.[C:33]([OH:42])(=[O:41])[C@@H:34]([C@H:36]([C:38]([OH:40])=[O:39])[OH:37])[OH:35]. (2) Given the product [ClH:33].[Cl:33][C:28]1[C:29]([O:31][CH3:32])=[CH:30][C:25]([NH:24][S:23]([C:21]2[S:22][C:18]3[CH:17]=[CH:16][N:15]=[C:14]([N:11]4[CH2:10][CH2:9][NH:8][CH2:13][CH2:12]4)[C:19]=3[CH:20]=2)(=[O:37])=[O:36])=[C:26]([O:34][CH3:35])[CH:27]=1, predict the reactants needed to synthesize it. The reactants are: C(OC([N:8]1[CH2:13][CH2:12][N:11]([C:14]2[C:19]3[CH:20]=[C:21]([S:23](=[O:37])(=[O:36])[NH:24][C:25]4[CH:30]=[C:29]([O:31][CH3:32])[C:28]([Cl:33])=[CH:27][C:26]=4[O:34][CH3:35])[S:22][C:18]=3[CH:17]=[CH:16][N:15]=2)[CH2:10][CH2:9]1)=O)(C)(C)C.S1C2C=CC=NC=2C=C1. (3) Given the product [Cl:17][C:18]1[N:19]=[C:20]([C:26]([NH:1][C@H:2]2[CH2:7][CH2:6][N:5]([C:8]([O:10][C:11]([CH3:12])([CH3:13])[CH3:14])=[O:9])[CH2:4][C@H:3]2[O:15][CH3:16])=[O:27])[NH:21][C:22]=1[CH2:23][CH2:24][CH3:25], predict the reactants needed to synthesize it. The reactants are: [NH2:1][C@H:2]1[CH2:7][CH2:6][N:5]([C:8]([O:10][C:11]([CH3:14])([CH3:13])[CH3:12])=[O:9])[CH2:4][C@H:3]1[O:15][CH3:16].[Cl:17][C:18]1[N:19]=[C:20]([C:26](O)=[O:27])[NH:21][C:22]=1[CH2:23][CH2:24][CH3:25].CCN=C=NCCCN(C)C.Cl.C1C=CC2N(O)N=NC=2C=1. (4) Given the product [C:1]([O:5][C:6]([N:8]1[CH2:13][CH2:12][CH2:11][C@@H:10]([NH:14][C:15]2[CH:20]=[N:19][CH:18]=[C:17]([C:21]3[CH:22]=[N:23][N:24]4[CH:29]=[C:28]([C:60]#[N:61])[CH:27]=[CH:26][C:25]=34)[N:16]=2)[CH2:9]1)=[O:7])([CH3:4])([CH3:3])[CH3:2], predict the reactants needed to synthesize it. The reactants are: [C:1]([O:5][C:6]([N:8]1[CH2:13][CH2:12][CH2:11][C@@H:10]([NH:14][C:15]2[CH:20]=[N:19][CH:18]=[C:17]([C:21]3[CH:22]=[N:23][N:24]4[CH:29]=[C:28](Cl)[CH:27]=[CH:26][C:25]=34)[N:16]=2)[CH2:9]1)=[O:7])([CH3:4])([CH3:3])[CH3:2].COC1C=CC=C(OC)C=1C1C=CC=CC=1P(C1CCCCC1)C1CCCCC1.[CH3:60][N:61](C=O)C.O. (5) Given the product [NH2:17][CH2:16][C:9]1[C:10]([Cl:15])=[CH:11][C:12]([Cl:14])=[CH:13][C:8]=1[O:7][CH2:6][CH2:5][OH:4], predict the reactants needed to synthesize it. The reactants are: C([O:4][CH2:5][CH2:6][O:7][C:8]1[CH:13]=[C:12]([Cl:14])[CH:11]=[C:10]([Cl:15])[C:9]=1[CH:16]=[N:17]O)(=O)C. (6) The reactants are: [C:1]([O:5][C:6](=[O:9])[CH2:7][NH2:8])([CH3:4])([CH3:3])[CH3:2].[CH2:10]([O:17][C:18](=[O:25])[C:19]([CH3:24])([CH3:23])[CH2:20][CH:21]=O)[C:11]1[CH:16]=[CH:15][CH:14]=[CH:13][CH:12]=1. Given the product [CH2:10]([O:17][C:18](=[O:25])[C:19]([CH3:24])([CH3:23])[CH2:20]/[CH:21]=[N:8]/[CH2:7][C:6]([O:5][C:1]([CH3:4])([CH3:3])[CH3:2])=[O:9])[C:11]1[CH:16]=[CH:15][CH:14]=[CH:13][CH:12]=1, predict the reactants needed to synthesize it. (7) Given the product [F:1][C:2]([F:14])([F:15])[C:3]([C:6]1[CH:11]=[CH:10][C:9]([CH:12]2[CH2:13][CH:26]2[C:25]([O:24][CH2:22][CH3:23])=[O:29])=[CH:8][CH:7]=1)([CH3:4])[CH3:5], predict the reactants needed to synthesize it. The reactants are: [F:1][C:2]([F:15])([F:14])[C:3]([C:6]1[CH:11]=[CH:10][C:9]([CH:12]=[CH2:13])=[CH:8][CH:7]=1)([CH3:5])[CH3:4].CN1C=CN=C1.[CH2:22]([O:24][C:25](=[O:29])[CH:26]=[N+]=[N-])[CH3:23]. (8) The reactants are: [Cl:1][C:2]1[C:3]([O:14][CH:15]2[CH2:20][CH2:19][N:18]([C:21]([O:23][C:24]([CH3:27])([CH3:26])[CH3:25])=[O:22])[CH2:17][CH2:16]2)=[CH:4][C:5]([N+:11]([O-])=O)=[C:6]([CH:10]=1)[C:7]([OH:9])=[O:8].C(OC(=O)C1C=C(OC(F)(F)F)C(C=C)=CC=1N)C. Given the product [NH2:11][C:5]1[CH:4]=[C:3]([O:14][CH:15]2[CH2:16][CH2:17][N:18]([C:21]([O:23][C:24]([CH3:26])([CH3:25])[CH3:27])=[O:22])[CH2:19][CH2:20]2)[C:2]([Cl:1])=[CH:10][C:6]=1[C:7]([OH:9])=[O:8], predict the reactants needed to synthesize it.